Task: Regression/Classification. Given a drug SMILES string, predict its absorption, distribution, metabolism, or excretion properties. Task type varies by dataset: regression for continuous measurements (e.g., permeability, clearance, half-life) or binary classification for categorical outcomes (e.g., BBB penetration, CYP inhibition). Dataset: rlm.. Dataset: Rat liver microsome stability data (1) The molecule is Cc1nc(-c2cc3cc(Oc4ccccc4)cc(C#N)c3[nH]2)sc1C(=O)O. The result is 0 (unstable in rat liver microsomes). (2) The drug is Cc1cc(NCC(=O)NC(c2cccc(F)c2)c2cc(Cl)c3cccnc3c2O)ccc1Cl. The result is 1 (stable in rat liver microsomes). (3) The compound is Cc1ccc(S(=O)(=O)Nc2cnccc2C(=O)Nc2ccc(N3CCOCC3)cc2)cc1. The result is 1 (stable in rat liver microsomes).